Dataset: Full USPTO retrosynthesis dataset with 1.9M reactions from patents (1976-2016). Task: Predict the reactants needed to synthesize the given product. (1) The reactants are: [Cl:1][C:2]1[N:7]=[C:6](Cl)[CH:5]=[C:4]([CH3:9])[N:3]=1.[NH:10]1[CH2:15][CH2:14][O:13][CH2:12][CH2:11]1. Given the product [Cl:1][C:2]1[N:7]=[C:6]([N:10]2[CH2:15][CH2:14][O:13][CH2:12][CH2:11]2)[CH:5]=[C:4]([CH3:9])[N:3]=1, predict the reactants needed to synthesize it. (2) Given the product [F:31][C:28]([F:29])([F:30])[C:26]1[CH:25]=[C:24]([S:32]([N:8]2[CH2:9][CH2:10][CH2:11][C:6]3([C:2](=[O:12])[NH:3][CH2:4][CH2:5]3)[CH2:7]2)(=[O:33])=[O:34])[CH:23]=[C:22]([C:21]([F:37])([F:36])[F:20])[CH:27]=1, predict the reactants needed to synthesize it. The reactants are: Cl.[C:2]1(=[O:12])[C:6]2([CH2:11][CH2:10][CH2:9][NH:8][CH2:7]2)[CH2:5][CH2:4][NH:3]1.C(N(CC)CC)C.[F:20][C:21]([F:37])([F:36])[C:22]1[CH:23]=[C:24]([S:32](Cl)(=[O:34])=[O:33])[CH:25]=[C:26]([C:28]([F:31])([F:30])[F:29])[CH:27]=1. (3) Given the product [C:12](/[C:14](/[C:19]1[CH:23]=[CH:22][S:21][CH:20]=1)=[CH:15]\[C:16]([N:1]=[N+:2]=[N-:3])=[O:17])#[N:13], predict the reactants needed to synthesize it. The reactants are: [N-:1]=[N+:2]=[N-:3].[Na+].O1CCOCC1.O.[C:12](/[C:14](/[C:19]1[CH:23]=[CH:22][S:21][CH:20]=1)=[CH:15]\[C:16](Cl)=[O:17])#[N:13].O.